This data is from Full USPTO retrosynthesis dataset with 1.9M reactions from patents (1976-2016). The task is: Predict the reactants needed to synthesize the given product. (1) Given the product [C:1]([O-:15])(=[O:14])[CH2:2][CH2:3][NH:4][C:5](=[O:13])[C@@H:6]([C:8]([CH2:11][OH:12])([CH3:10])[CH3:9])[OH:7].[Mg+2:17].[C:18]([O-:32])(=[O:31])[CH2:19][CH2:20][NH:21][C:22](=[O:30])[C@@H:23]([C:25]([CH2:28][OH:29])([CH3:27])[CH3:26])[OH:24], predict the reactants needed to synthesize it. The reactants are: [C:1]([OH:15])(=[O:14])[CH2:2][CH2:3][NH:4][C:5](=[O:13])[C@@H:6]([C:8]([CH2:11][OH:12])([CH3:10])[CH3:9])[OH:7].[Ca].[Mg:17].[C:18]([O-:32])(=[O:31])[CH2:19][CH2:20][NH:21][C:22](=[O:30])[C@@H:23]([C:25]([CH2:28][OH:29])([CH3:27])[CH3:26])[OH:24].[Ca+2].[C:18]([O-:32])(=[O:31])[CH2:19][CH2:20][NH:21][C:22](=[O:30])[C@@H:23]([C:25]([CH2:28][OH:29])([CH3:27])[CH3:26])[OH:24]. (2) Given the product [C:17]1([C:10]2[C:11]3[C:16](=[CH:15][CH:14]=[CH:13][CH:12]=3)[C:7]([NH2:6])=[N:8][N:9]=2)[CH:18]=[CH:19][CH:20]=[CH:21][CH:22]=1, predict the reactants needed to synthesize it. The reactants are: COC1C=C(OC)C=CC=1C[NH:6][C:7]1[C:16]2[C:11](=[CH:12][CH:13]=[CH:14][CH:15]=2)[C:10]([C:17]2[CH:22]=[CH:21][CH:20]=[CH:19][CH:18]=2)=[N:9][N:8]=1.Br.O. (3) Given the product [Cl:1][C:2]1[C:3]([C:8]2[CH:9]=[C:10]3[C:14](=[CH:15][CH:16]=2)[N:13]([CH2:17][O:18][CH2:19][CH2:20][Si:21]([CH3:23])([CH3:22])[CH3:24])[N:12]=[C:11]3[NH2:25])=[N:4][CH:5]=[CH:6][CH:7]=1, predict the reactants needed to synthesize it. The reactants are: [Cl:1][C:2]1[C:3]([C:8]2[CH:9]=[C:10]3[C:14](=[CH:15][CH:16]=2)[N:13]([CH2:17][O:18][CH2:19][CH2:20][Si:21]([CH3:24])([CH3:23])[CH3:22])[N:12]=[C:11]3[N:25]2C(=O)C3C(=CC=CC=3)C2=O)=[N:4][CH:5]=[CH:6][CH:7]=1.O.NN. (4) Given the product [O:1]1[C:5]2[CH:6]=[CH:7][CH:8]=[CH:9][C:4]=2[N:3]=[C:2]1[C:17]([O:19][CH2:20][C:21]1[CH:26]=[CH:25][CH:24]=[CH:23][CH:22]=1)=[O:18], predict the reactants needed to synthesize it. The reactants are: [O:1]1[C:5]2[CH:6]=[CH:7][CH:8]=[CH:9][C:4]=2[N:3]=[CH:2]1.[Li]CCCC.C([C:17]([O:19][CH2:20][C:21]1[CH:26]=[CH:25][CH:24]=[CH:23][CH:22]=1)=[O:18])#N.C([O-])(O)=O.[Na+]. (5) Given the product [CH3:38][O:37][C@@H:32]1[C@H:31]([NH:30][C:18]([NH:17][C@H:16]2[CH2:15][O:14][C@@H:13]3[C@@H:9]([O:8][C:7]4[C:2]([CH3:1])=[N:3][CH:4]=[CH:5][CH:6]=4)[CH2:10][O:11][C@H:12]23)=[O:19])[CH2:36][CH2:35][O:34][CH2:33]1, predict the reactants needed to synthesize it. The reactants are: [CH3:1][C:2]1[C:7]([O:8][C@@H:9]2[C@H:13]3[O:14][CH2:15][C@H:16]([NH2:17])[C@H:12]3[O:11][CH2:10]2)=[CH:6][CH:5]=[CH:4][N:3]=1.[C:18](N1C=CN=C1)(N1C=CN=C1)=[O:19].[NH2:30][C@H:31]1[CH2:36][CH2:35][O:34][CH2:33][C@H:32]1[O:37][CH3:38].